Dataset: Reaction yield outcomes from USPTO patents with 853,638 reactions. Task: Predict the reaction yield, written as a fraction of the theoretical maximum amount of product (1.0 means a 100% yield; for example, 0.34 means a 34% yield). (1) The reactants are C([O:3][C:4](=[O:30])[C:5]1[C:10]([CH3:11])=[CH:9][CH:8]=[C:7]([N:12]2[C:16]([CH3:17])=[CH:15][CH:14]=[C:13]2[C:18]2[CH:23]=[C:22]([Cl:24])[CH:21]=[CH:20][C:19]=2[O:25][CH2:26][CH:27]([CH3:29])[CH3:28])[CH:6]=1)C.[OH-].[Na+:32].Cl. The catalyst is C(O)C.C(Cl)Cl.CO. The product is [Na+:32].[Cl:24][C:22]1[CH:21]=[CH:20][C:19]([O:25][CH2:26][CH:27]([CH3:29])[CH3:28])=[C:18]([C:13]2[N:12]([C:7]3[CH:6]=[C:5]([C:10]([CH3:11])=[CH:9][CH:8]=3)[C:4]([O-:30])=[O:3])[C:16]([CH3:17])=[CH:15][CH:14]=2)[CH:23]=1. The yield is 0.840. (2) The reactants are Cl.C(OCC)(=O)C.C([O:12][C:13]1[C:14]([CH2:19][N:20]2[CH2:25][CH2:24][CH:23]([C:26](=[O:36])[CH2:27][C:28]3[CH:33]=[CH:32][CH:31]=[CH:30][C:29]=3[O:34][CH3:35])[CH2:22][CH2:21]2)=[N:15][CH:16]=[CH:17][N:18]=1)(C)(C)C.[OH-].[Na+]. The catalyst is ClCCl. The product is [CH3:35][O:34][C:29]1[CH:30]=[CH:31][CH:32]=[CH:33][C:28]=1[CH2:27][C:26]([CH:23]1[CH2:22][CH2:21][N:20]([CH2:19][C:14]2[C:13](=[O:12])[NH:18][CH:17]=[CH:16][N:15]=2)[CH2:25][CH2:24]1)=[O:36]. The yield is 0.340. (3) The reactants are [C:1]([C:5]1[CH:20]=[CH:19][C:8]([CH2:9][NH:10][CH2:11][CH2:12][C:13]2[CH:18]=[CH:17][N:16]=[CH:15][CH:14]=2)=[CH:7][CH:6]=1)([CH3:4])([CH3:3])[CH3:2].[Cl:21][C:22]1[CH:23]=[C:24]2[C:28](=[C:29]([C:31](O)=[O:32])[CH:30]=1)[NH:27][CH:26]=[CH:25]2.CCN=C=NCCCN(C)C.Cl. The catalyst is C(Cl)Cl. The product is [C:1]([C:5]1[CH:20]=[CH:19][C:8]([CH2:9][N:10]([CH2:11][CH2:12][C:13]2[CH:18]=[CH:17][N:16]=[CH:15][CH:14]=2)[C:31]([C:29]2[CH:30]=[C:22]([Cl:21])[CH:23]=[C:24]3[C:28]=2[NH:27][CH:26]=[CH:25]3)=[O:32])=[CH:7][CH:6]=1)([CH3:4])([CH3:2])[CH3:3]. The yield is 0.470.